From a dataset of Reaction yield outcomes from USPTO patents with 853,638 reactions. Predict the reaction yield, written as a fraction of the theoretical maximum amount of product (1.0 means a 100% yield; for example, 0.34 means a 34% yield). (1) The reactants are [CH3:1][C:2]1[N:7]=[C:6]([C:8]2[CH:13]=[CH:12][CH:11]=[C:10]([C:14]3[CH:15]=[C:16]([S:20]([NH2:23])(=[O:22])=[O:21])[CH:17]=[CH:18][CH:19]=3)[N:9]=2)[CH:5]=[C:4]([C:24]2[CH:29]=[CH:28][C:27]([C:30]([F:33])([F:32])[F:31])=[CH:26][CH:25]=2)[CH:3]=1.[C:34](O[C:34](=[O:38])[CH2:35][CH2:36][CH3:37])(=[O:38])[CH2:35][CH2:36][CH3:37]. The catalyst is CCCCCCC. The product is [C:34]([NH:23][S:20]([C:16]1[CH:17]=[CH:18][CH:19]=[C:14]([C:10]2[N:9]=[C:8]([C:6]3[CH:5]=[C:4]([C:24]4[CH:29]=[CH:28][C:27]([C:30]([F:33])([F:31])[F:32])=[CH:26][CH:25]=4)[CH:3]=[C:2]([CH3:1])[N:7]=3)[CH:13]=[CH:12][CH:11]=2)[CH:15]=1)(=[O:21])=[O:22])(=[O:38])[CH2:35][CH2:36][CH3:37]. The yield is 0.870. (2) The reactants are Cl[C:2]1[C:3]2[CH:20]=[CH:19][N:18]([CH2:21][CH2:22][OH:23])[C:4]=2[N:5]=[C:6]([S:8]([C:11]2[CH:16]=[CH:15][C:14]([F:17])=[CH:13][CH:12]=2)(=[O:10])=[O:9])[N:7]=1.[CH3:24][C:25]1[NH:29][N:28]=[C:27]([NH2:30])[CH:26]=1.[I-].[Na+].CCN(C(C)C)C(C)C. The catalyst is CN(C=O)C. The product is [F:17][C:14]1[CH:15]=[CH:16][C:11]([S:8]([C:6]2[N:7]=[C:2]([NH:30][C:27]3[CH:26]=[C:25]([CH3:24])[NH:29][N:28]=3)[C:3]3[CH:20]=[CH:19][N:18]([CH2:21][CH2:22][OH:23])[C:4]=3[N:5]=2)(=[O:10])=[O:9])=[CH:12][CH:13]=1. The yield is 0.230. (3) The reactants are [CH2:1]([O:3][C:4](=[O:62])[CH2:5][N:6]([C:8](=[O:61])[C@@H:9]([NH:25][C:26](=[O:60])[C@@H:27]([NH:52]C(OC(C)(C)C)=O)[CH2:28][CH2:29][CH2:30][NH:31]/[C:32](/[NH2:51])=[N:33]\[S:34]([C:37]1[C:38]([CH3:50])=[C:39]([CH3:49])[C:40]2[O:44][C:43]([CH3:46])([CH3:45])[CH2:42][C:41]=2[C:47]=1[CH3:48])(=[O:36])=[O:35])[CH2:10][N:11]([CH3:24])[S:12]([C:15]1[CH:20]=[CH:19][CH:18]=[CH:17][C:16]=1[N+:21]([O-:23])=[O:22])(=[O:14])=[O:13])[CH3:7])[CH3:2].Cl. The catalyst is C(Cl)Cl.O1CCOCC1. The product is [CH2:1]([O:3][C:4](=[O:62])[CH2:5][N:6]([C:8](=[O:61])[C@@H:9]([NH:25][C:26](=[O:60])[C@@H:27]([NH2:52])[CH2:28][CH2:29][CH2:30][NH:31]/[C:32](/[NH2:51])=[N:33]\[S:34]([C:37]1[C:38]([CH3:50])=[C:39]([CH3:49])[C:40]2[O:44][C:43]([CH3:45])([CH3:46])[CH2:42][C:41]=2[C:47]=1[CH3:48])(=[O:35])=[O:36])[CH2:10][N:11]([CH3:24])[S:12]([C:15]1[CH:20]=[CH:19][CH:18]=[CH:17][C:16]=1[N+:21]([O-:23])=[O:22])(=[O:14])=[O:13])[CH3:7])[CH3:2]. The yield is 1.00. (4) The catalyst is C(O)C.C(O)(=O)C.O.[Fe]. The reactants are [C:1](=[O:21])([O:19][CH3:20])[O:2][C:3]1[CH:8]=[C:7]([N+:9]([O-])=O)[C:6]([C:12]#[C:13][CH2:14][N:15]([CH3:17])[CH3:16])=[CH:5][C:4]=1[CH3:18].C([O-])([O-])=O.[Na+].[Na+]. The product is [C:1](=[O:21])([O:19][CH3:20])[O:2][C:3]1[CH:8]=[C:7]([NH2:9])[C:6]([C:12]#[C:13][CH2:14][N:15]([CH3:17])[CH3:16])=[CH:5][C:4]=1[CH3:18]. The yield is 0.790. (5) The reactants are Br[C:2]1[CH:3]=[CH:4][C:5]([O:42][CH3:43])=[C:6]([CH2:8][NH:9][C:10]([C:12]2[CH:17]=[CH:16][CH:15]=[C:14]([C:18]([NH:20][CH2:21][C:22]3[C:23]([NH:35][CH:36]4[CH2:41][CH2:40][O:39][CH2:38][CH2:37]4)=[C:24]4[CH:32]=[N:31][N:30]([CH2:33][CH3:34])[C:25]4=[N:26][C:27]=3[CH2:28][CH3:29])=[O:19])[CH:13]=2)=[O:11])[CH:7]=1.[CH3:44][C@H:45]1[CH2:50][N:49]([CH2:51][C:52]2[CH:57]=[CH:56][CH:55]=[C:54](B3OC(C)(C)C(C)(C)O3)[CH:53]=2)[CH2:48][CH2:47][N:46]1C(OC(C)(C)C)=O.C([O-])([O-])=O.[Na+].[Na+].C(O)(C(F)(F)F)=O. The catalyst is O1CCOCC1.C(Cl)Cl.O. The product is [CH2:33]([N:30]1[C:25]2=[N:26][C:27]([CH2:28][CH3:29])=[C:22]([CH2:21][NH:20][C:18]([C:14]3[CH:15]=[CH:16][CH:17]=[C:12]([C:10]([NH:9][CH2:8][C:6]4[CH:7]=[C:2]([C:54]5[CH:55]=[CH:56][CH:57]=[C:52]([CH2:51][N:49]6[CH2:48][CH2:47][NH:46][C@@H:45]([CH3:44])[CH2:50]6)[CH:53]=5)[CH:3]=[CH:4][C:5]=4[O:42][CH3:43])=[O:11])[CH:13]=3)=[O:19])[C:23]([NH:35][CH:36]3[CH2:41][CH2:40][O:39][CH2:38][CH2:37]3)=[C:24]2[CH:32]=[N:31]1)[CH3:34]. The yield is 0.140. (6) The reactants are [N:1]([CH2:4][C:5]1[C:6]([CH3:27])=[N:7][C:8]2[N:9]([CH:19]=[C:20]([C:22]([O:24]CC)=[O:23])[N:21]=2)[C:10]=1[C:11]1[CH:16]=[CH:15][C:14]([Cl:17])=[CH:13][C:12]=1[Cl:18])=[N+:2]=[N-:3].O[Li].O. The catalyst is C1COCC1.O. The product is [N:1]([CH2:4][C:5]1[C:6]([CH3:27])=[N:7][C:8]2[N:9]([CH:19]=[C:20]([C:22]([OH:24])=[O:23])[N:21]=2)[C:10]=1[C:11]1[CH:16]=[CH:15][C:14]([Cl:17])=[CH:13][C:12]=1[Cl:18])=[N+:2]=[N-:3]. The yield is 0.940.